This data is from Forward reaction prediction with 1.9M reactions from USPTO patents (1976-2016). The task is: Predict the product of the given reaction. Given the reactants [CH2:1]([N:8]([CH2:16][C:17]1[CH:22]=[CH:21][CH:20]=[CH:19][CH:18]=1)[C@@H:9]([CH3:15])[C:10]([O:12]CC)=O)[C:2]1[CH:7]=[CH:6][CH:5]=[CH:4][CH:3]=1.[CH3:23][CH2:24][Mg+].[Br-], predict the reaction product. The product is: [CH2:16]([N:8]([CH2:1][C:2]1[CH:3]=[CH:4][CH:5]=[CH:6][CH:7]=1)[C@H:9]([C:10]1([OH:12])[CH2:24][CH2:23]1)[CH3:15])[C:17]1[CH:18]=[CH:19][CH:20]=[CH:21][CH:22]=1.